This data is from Reaction yield outcomes from USPTO patents with 853,638 reactions. The task is: Predict the reaction yield, written as a fraction of the theoretical maximum amount of product (1.0 means a 100% yield; for example, 0.34 means a 34% yield). (1) The reactants are [CH2:1]([NH:8][C:9]1[C:10]([C:19]([O:21][CH2:22][CH3:23])=[O:20])=[CH:11][N:12]([CH3:18])[C:13](=[O:17])[C:14]=1[CH:15]=O)[C:2]1[CH:7]=[CH:6][CH:5]=[CH:4][CH:3]=1.[NH2:24]O.C(=O)([O-])O.[Na+]. The catalyst is C(O)(=O)C. The product is [CH2:1]([NH:8][C:9]1[C:10]([C:19]([O:21][CH2:22][CH3:23])=[O:20])=[CH:11][N:12]([CH3:18])[C:13](=[O:17])[C:14]=1[C:15]#[N:24])[C:2]1[CH:7]=[CH:6][CH:5]=[CH:4][CH:3]=1. The yield is 0.900. (2) The reactants are C([O:4][CH2:5][C:6]1[C:7]([N:38]2[CH2:50][CH2:49][N:41]3[C:42]4[CH2:43][CH2:44][CH2:45][CH2:46][C:47]=4[CH:48]=[C:40]3[C:39]2=[O:51])=[N:8][CH:9]=[CH:10][C:11]=1[C:12]1[CH:17]=[C:16]([NH:18][C:19]2[CH:24]=[CH:23][C:22]([N:25]3[CH2:30][CH2:29][N:28]([CH:31]4[CH2:34][O:33][CH2:32]4)[CH2:27][C@H:26]3[CH3:35])=[CH:21][N:20]=2)[C:15](=[O:36])[N:14]([CH3:37])[CH:13]=1)(=O)C.O.[Li+].[OH-]. The catalyst is CC(O)C.O1CCCC1. The product is [OH:4][CH2:5][C:6]1[C:7]([N:38]2[CH2:50][CH2:49][N:41]3[C:42]4[CH2:43][CH2:44][CH2:45][CH2:46][C:47]=4[CH:48]=[C:40]3[C:39]2=[O:51])=[N:8][CH:9]=[CH:10][C:11]=1[C:12]1[CH:17]=[C:16]([NH:18][C:19]2[CH:24]=[CH:23][C:22]([N:25]3[CH2:30][CH2:29][N:28]([CH:31]4[CH2:34][O:33][CH2:32]4)[CH2:27][C@H:26]3[CH3:35])=[CH:21][N:20]=2)[C:15](=[O:36])[N:14]([CH3:37])[CH:13]=1. The yield is 0.760.